Dataset: Forward reaction prediction with 1.9M reactions from USPTO patents (1976-2016). Task: Predict the product of the given reaction. (1) Given the reactants [Cl:1][C:2]1[CH:7]=[CH:6][C:5]([CH:8]([C:26]2[CH:31]=[CH:30][C:29]([Cl:32])=[CH:28][CH:27]=2)[C:9]2[CH:10]=[C:11]3[C:16](=[CH:17][CH:18]=2)[N:15]=[CH:14][N:13]=[C:12]3[NH:19][CH:20]2[CH2:25][CH2:24][NH:23][CH2:22][CH2:21]2)=[CH:4][CH:3]=1.ClCCl.[Cl:36][C:37]1[CH:46]=[C:45]([S:47](Cl)(=[O:49])=[O:48])[CH:44]=[CH:43][C:38]=1[C:39]([O:41][CH3:42])=[O:40], predict the reaction product. The product is: [Cl:1][C:2]1[CH:7]=[CH:6][C:5]([CH:8]([C:26]2[CH:27]=[CH:28][C:29]([Cl:32])=[CH:30][CH:31]=2)[C:9]2[CH:10]=[C:11]3[C:16](=[CH:17][CH:18]=2)[N:15]=[CH:14][N:13]=[C:12]3[NH:19][CH:20]2[CH2:21][CH2:22][N:23]([S:47]([C:45]3[CH:44]=[CH:43][C:38]([C:39]([O:41][CH3:42])=[O:40])=[C:37]([Cl:36])[CH:46]=3)(=[O:48])=[O:49])[CH2:24][CH2:25]2)=[CH:4][CH:3]=1. (2) The product is: [Cl:30][C:24]1[C:25]([Cl:29])=[CH:26][CH:27]=[CH:28][C:23]=1[CH2:22][N:20]1[C:5]2=[N:6][C:7]([N:14]3[CH2:15][CH2:16][O:17][CH2:18][CH2:19]3)=[CH:8][C:9]([C:10]([O:12][CH3:13])=[O:11])=[C:4]2[N:3]=[C:2]1[CH3:1]. Given the reactants [CH3:1][C:2]1[NH:20][C:5]2=[N:6][C:7]([N:14]3[CH2:19][CH2:18][O:17][CH2:16][CH2:15]3)=[CH:8][C:9]([C:10]([O:12][CH3:13])=[O:11])=[C:4]2[N:3]=1.Br[CH2:22][C:23]1[CH:28]=[CH:27][CH:26]=[C:25]([Cl:29])[C:24]=1[Cl:30].C([O-])([O-])=O.[Na+].[Na+].O, predict the reaction product. (3) Given the reactants [NH2:1][CH2:2][C:3]1[CH:4]=[C:5]([CH2:27][C:28]([O:30][C:31]([CH3:34])([CH3:33])[CH3:32])=[O:29])[CH:6]=[CH:7][C:8]=1[O:9][C:10]1[CH:15]=[CH:14][C:13]([NH:16][C:17](=[O:26])[C:18]2[CH:23]=[CH:22][C:21]([Cl:24])=[C:20]([Cl:25])[CH:19]=2)=[CH:12][CH:11]=1.N1C=CC=CC=1.[C:41](Cl)(=[O:48])[C:42]1[CH:47]=[CH:46][CH:45]=[N:44][CH:43]=1, predict the reaction product. The product is: [Cl:25][C:20]1[CH:19]=[C:18]([CH:23]=[CH:22][C:21]=1[Cl:24])[C:17]([NH:16][C:13]1[CH:12]=[CH:11][C:10]([O:9][C:8]2[CH:7]=[CH:6][C:5]([CH2:27][C:28]([O:30][C:31]([CH3:34])([CH3:33])[CH3:32])=[O:29])=[CH:4][C:3]=2[CH2:2][NH:1][C:41](=[O:48])[C:42]2[CH:47]=[CH:46][CH:45]=[N:44][CH:43]=2)=[CH:15][CH:14]=1)=[O:26]. (4) The product is: [O:23]=[C:21]1[N:20]([C:24]2[CH:25]=[CH:26][C:27]3[S:32][CH2:31][C:30](=[O:33])[NH:29][C:28]=3[CH:34]=2)[CH2:19][C@@H:18]([CH2:17][CH2:16][CH2:15][NH:14][C:11]([C:9]2[CH:8]=[CH:7][CH:6]=[C:5]3[C:10]=2[NH:1][CH2:2][CH2:3][CH2:4]3)=[O:13])[O:22]1. Given the reactants [NH:1]1[C:10]2[C:5](=[CH:6][CH:7]=[CH:8][C:9]=2[C:11]([OH:13])=O)[CH2:4][CH2:3][CH2:2]1.[NH2:14][CH2:15][CH2:16][CH2:17][C@H:18]1[O:22][C:21](=[O:23])[N:20]([C:24]2[CH:25]=[CH:26][C:27]3[S:32][CH2:31][C:30](=[O:33])[NH:29][C:28]=3[CH:34]=2)[CH2:19]1, predict the reaction product. (5) Given the reactants [CH3:1][O:2][CH2:3][O:4][C:5]1[CH:12]=[CH:11][C:8]([CH:9]=O)=[CH:7][CH:6]=1.CC(C(N)=O)[C:15]([NH:17][CH2:18][CH2:19][CH2:20][CH2:21][CH2:22][CH2:23][CH2:24][CH2:25][CH3:26])=[O:16].N1CCCC[CH2:31]1.[C:36]([OH:39])(=[O:38])[CH3:37], predict the reaction product. The product is: [CH3:1][O:2][CH2:3][O:4][C:5]1[CH:12]=[CH:11][C:8]([CH:9]=[C:37]([C:15](=[O:16])[NH:17][CH2:18][CH2:19][CH2:20][CH2:21][CH2:22][CH2:23][CH2:24][CH2:25][CH3:26])[C:36]([O:39][CH3:31])=[O:38])=[CH:7][CH:6]=1. (6) Given the reactants [P:1]([O:13][CH2:14][CH2:15][CH2:16][CH3:17])([O:8][CH2:9][CH2:10][CH2:11][CH3:12])([O:3][CH2:4][CH2:5][CH2:6][CH3:7])=[O:2].[CH2:18]([N:20]1[CH:24]=[CH:23][N:22]=[CH:21]1)[CH3:19], predict the reaction product. The product is: [CH2:9]([O:8][P:1]([O-:13])([O:3][CH2:4][CH2:5][CH2:6][CH3:7])=[O:2])[CH2:10][CH2:11][CH3:12].[CH2:14]([N+:22]1[CH:23]=[CH:24][N:20]([CH2:18][CH3:19])[CH:21]=1)[CH2:15][CH2:16][CH3:17].